Regression. Given a peptide amino acid sequence and an MHC pseudo amino acid sequence, predict their binding affinity value. This is MHC class II binding data. From a dataset of Peptide-MHC class II binding affinity with 134,281 pairs from IEDB. (1) The peptide sequence is TRLFTIRQEMANRGL. The MHC is DRB1_0101 with pseudo-sequence DRB1_0101. The binding affinity (normalized) is 0.617. (2) The peptide sequence is KYMVIQGEPGAVIRG. The MHC is HLA-DQA10102-DQB10602 with pseudo-sequence HLA-DQA10102-DQB10602. The binding affinity (normalized) is 0.402. (3) The peptide sequence is GKREKKLSEFGKAKG. The MHC is DRB1_0802 with pseudo-sequence DRB1_0802. The binding affinity (normalized) is 0. (4) The peptide sequence is LINTIIFLKTNNWHA. The MHC is DRB4_0101 with pseudo-sequence DRB4_0103. The binding affinity (normalized) is 0.626.